The task is: Predict the reaction yield, written as a fraction of the theoretical maximum amount of product (1.0 means a 100% yield; for example, 0.34 means a 34% yield).. This data is from Reaction yield outcomes from USPTO patents with 853,638 reactions. (1) The reactants are [F:1][C:2]1[C:3]([NH:35][CH2:36][CH2:37][NH:38][C:39]2[CH:44]=[CH:43][CH:42]=[CH:41][N:40]=2)=[C:4]2[O:9][CH2:8][C@@H:7]([C:10]3[CH:15]=[CH:14][CH:13]=[CH:12][CH:11]=3)[N:6]3[CH:16]=[C:17]([C:32]([OH:34])=[O:33])[C:18](=[O:31])[C:19]([C:20]=1[NH:21]CC1C=CC(OC)=CC=1)=[C:5]23.C(O)(C(F)(F)F)=O. The catalyst is C(Cl)Cl. The product is [NH2:21][C:20]1[C:19]2[C:18](=[O:31])[C:17]([C:32]([OH:34])=[O:33])=[CH:16][N:6]3[C@H:7]([C:10]4[CH:15]=[CH:14][CH:13]=[CH:12][CH:11]=4)[CH2:8][O:9][C:4]([C:5]=23)=[C:3]([NH:35][CH2:36][CH2:37][NH:38][C:39]2[CH:44]=[CH:43][CH:42]=[CH:41][N:40]=2)[C:2]=1[F:1]. The yield is 0.420. (2) The reactants are [F:1][C:2]1[CH:10]=[CH:9][C:5]([C:6]([NH2:8])=[S:7])=[CH:4][CH:3]=1.Br[CH2:12][C:13]([C:15]1[CH:20]=[CH:19][C:18]([Br:21])=[CH:17][CH:16]=1)=O. The catalyst is CCO. The product is [F:1][C:2]1[CH:10]=[CH:9][C:5]([C:6]2[S:7][CH:12]=[C:13]([C:15]3[CH:20]=[CH:19][C:18]([Br:21])=[CH:17][CH:16]=3)[N:8]=2)=[CH:4][CH:3]=1. The yield is 0.930. (3) The reactants are [F:1][C:2]1[C:3]([C:9]2[C:17]3[C:12](=[N:13][CH:14]=[CH:15][CH:16]=3)[NH:11][N:10]=2)=[N:4][C:5](F)=[CH:6][CH:7]=1.[CH3:18][N:19]1[CH2:24][CH2:23][NH:22][CH2:21][CH2:20]1.CCN(C(C)C)C(C)C. The catalyst is CN1C(=O)CCC1. The product is [F:1][C:2]1[C:3]([C:9]2[C:17]3[C:12](=[N:13][CH:14]=[CH:15][CH:16]=3)[NH:11][N:10]=2)=[N:4][C:5]([N:22]2[CH2:23][CH2:24][N:19]([CH3:18])[CH2:20][CH2:21]2)=[CH:6][CH:7]=1. The yield is 0.150. (4) The reactants are [NH2:1][C:2]1[N:7]2[N:8]=[CH:9][N:10]=[C:6]2[N:5]=[C:4]([CH3:11])[C:3]=1[C:12]#[C:13][CH:14]([CH:16]1[CH2:20][CH2:19][CH2:18][CH2:17]1)[OH:15].[H-].[Na+].Br[CH2:24][C:25]([O:27]C(C)(C)C)=[O:26]. The catalyst is CN(C)C=O. The product is [NH2:1][C:2]1[N:7]2[N:8]=[CH:9][N:10]=[C:6]2[N:5]=[C:4]([CH3:11])[C:3]=1[C:12]#[C:13][CH:14]([O:15][CH2:24][C:25]([OH:27])=[O:26])[CH:16]1[CH2:20][CH2:19][CH2:18][CH2:17]1. The yield is 0.210. (5) The reactants are Br[C:2]1[CH:3]=[CH:4][C:5]([C:8]2[NH:9][C:10]([CH:13]([C:21]3[CH:26]=[CH:25][C:24]([S:27]([CH:30]4[CH2:32][CH2:31]4)(=[O:29])=[O:28])=[CH:23][CH:22]=3)[CH2:14][CH:15]3[CH2:20][CH2:19][O:18][CH2:17][CH2:16]3)=[CH:11][CH:12]=2)=[N:6][CH:7]=1.[SH:33][CH2:34][C:35]([O:37][CH2:38][CH3:39])=[O:36]. The catalyst is CN(C)C=O.C(OCC)(=O)C.C1C=CC([P]([Pd]([P](C2C=CC=CC=2)(C2C=CC=CC=2)C2C=CC=CC=2)([P](C2C=CC=CC=2)(C2C=CC=CC=2)C2C=CC=CC=2)[P](C2C=CC=CC=2)(C2C=CC=CC=2)C2C=CC=CC=2)(C2C=CC=CC=2)C2C=CC=CC=2)=CC=1. The product is [CH:30]1([S:27]([C:24]2[CH:25]=[CH:26][C:21]([CH:13]([C:10]3[NH:9][C:8]([C:5]4[N:6]=[CH:7][C:2]([S:33][CH2:34][C:35]([O:37][CH2:38][CH3:39])=[O:36])=[CH:3][CH:4]=4)=[CH:12][CH:11]=3)[CH2:14][CH:15]3[CH2:20][CH2:19][O:18][CH2:17][CH2:16]3)=[CH:22][CH:23]=2)(=[O:29])=[O:28])[CH2:32][CH2:31]1. The yield is 0.540. (6) The reactants are [Br:1][C:2]1[C:3](=[O:17])[NH:4][C:5](=[O:16])[N:6]([CH2:8][CH2:9][C:10]2[CH:15]=[CH:14][CH:13]=[CH:12][CH:11]=2)[N:7]=1.ICCC1C=C[C:24]([O:27]C)=CC=1.C(I)CC1C=CC=CC=1. No catalyst specified. The product is [Br:1][C:2]1[C:3](=[O:17])[NH:4][C:5](=[O:16])[N:6]([CH2:8][CH2:9][C:10]2[CH:15]=[CH:14][C:13]([O:27][CH3:24])=[CH:12][CH:11]=2)[N:7]=1. The yield is 0.580. (7) The reactants are [Cl:1][C:2]1[CH:3]=[CH:4][N:5]=[C:6]2[C:11]=1[N:10]=[CH:9][C:8]([OH:12])=[CH:7]2.C1(P(C2C=CC=CC=2)C2C=CC=CC=2)C=CC=CC=1.[CH3:32][O:33][CH2:34][CH2:35]O.C1COCC1.CCOC(/N=N/C(OCC)=O)=O. The catalyst is CO.ClCCl.C(Cl)Cl. The product is [Cl:1][C:2]1[CH:3]=[CH:4][N:5]=[C:6]2[C:11]=1[N:10]=[CH:9][C:8]([O:12][CH2:35][CH2:34][O:33][CH3:32])=[CH:7]2. The yield is 0.550.